This data is from Full USPTO retrosynthesis dataset with 1.9M reactions from patents (1976-2016). The task is: Predict the reactants needed to synthesize the given product. (1) Given the product [Cl:1][C:2]1[CH:3]=[CH:4][C:5]([CH:6]([N:13]2[CH2:14][CH2:15][N:16]([CH2:19][CH2:20][NH:21][CH2:41][C:32]3[CH:33]=[C:34]([C:35]4[CH:40]=[CH:39][CH:38]=[CH:37][CH:36]=4)[N:30]([C:24]4[CH:29]=[CH:28][CH:27]=[CH:26][CH:25]=4)[N:31]=3)[CH2:17][CH2:18]2)[C:7]2[CH:8]=[CH:9][CH:10]=[CH:11][CH:12]=2)=[CH:22][CH:23]=1, predict the reactants needed to synthesize it. The reactants are: [Cl:1][C:2]1[CH:23]=[CH:22][C:5]([CH:6]([N:13]2[CH2:18][CH2:17][N:16]([CH2:19][CH2:20][NH2:21])[CH2:15][CH2:14]2)[C:7]2[CH:12]=[CH:11][CH:10]=[CH:9][CH:8]=2)=[CH:4][CH:3]=1.[C:24]1([N:30]2[C:34]([C:35]3[CH:40]=[CH:39][CH:38]=[CH:37][CH:36]=3)=[CH:33][C:32]([CH:41]=O)=[N:31]2)[CH:29]=[CH:28][CH:27]=[CH:26][CH:25]=1. (2) Given the product [OH:2][CH2:3][C:4]1[NH:5][C:6]([C:10]2[C:11]([CH3:21])=[CH:12][C:13]([CH3:20])=[C:14]([CH:19]=2)[C:15]([OH:17])=[O:16])=[C:7]([CH3:9])[N:8]=1, predict the reactants needed to synthesize it. The reactants are: C[O:2][CH2:3][C:4]1[NH:5][C:6]([C:10]2[C:11]([CH3:21])=[CH:12][C:13]([CH3:20])=[C:14]([CH:19]=2)[C:15]([O:17]C)=[O:16])=[C:7]([CH3:9])[N:8]=1. (3) Given the product [OH:38][P:28]1(=[O:29])[O:30][C@@H:31]([C:32]2[CH:37]=[CH:36][CH:35]=[CH:34][CH:33]=2)[C:25]([CH3:24])([CH3:39])[CH2:26][O:27]1.[Br:1][C:2]1[C:22]([F:23])=[CH:21][C:5]2[O:6][C:7]3[CH:19]=[C:18]([F:20])[CH:17]=[CH:16][C:8]=3[C@H:9]3[C@H:14]([NH2:15])[CH2:13][CH2:12][CH2:11][N:10]3[C:4]=2[CH:3]=1, predict the reactants needed to synthesize it. The reactants are: [Br:1][C:2]1[C:22]([F:23])=[CH:21][C:5]2[O:6][C:7]3[CH:19]=[C:18]([F:20])[CH:17]=[CH:16][C:8]=3[C@H:9]3[C@H:14]([NH2:15])[CH2:13][CH2:12][CH2:11][N:10]3[C:4]=2[CH:3]=1.[CH3:24][C:25]1([CH3:39])[C@@H:31]([C:32]2[CH:37]=[CH:36][CH:35]=[CH:34][CH:33]=2)[O:30][P:28]([OH:38])(=[O:29])[O:27][CH2:26]1. (4) Given the product [Cl:1][C:2]1[C:3]([O:12][CH:13]([CH3:15])[CH3:14])=[CH:4][C:5]([OH:16])=[C:6]([N+:8]([O-:10])=[O:9])[CH:7]=1, predict the reactants needed to synthesize it. The reactants are: [Cl:1][C:2]1[CH:7]=[C:6]([N+:8]([O-:10])=[O:9])[C:5](F)=[CH:4][C:3]=1[O:12][CH:13]([CH3:15])[CH3:14].[OH-:16].[Na+]. (5) Given the product [ClH:42].[CH3:1][C:2]1([CH2:13][N:14]2[CH2:20][CH2:19][CH2:18][N:17]([C:21]([O:23][CH2:46][C:47]3[CH:52]=[CH:51][CH:50]=[CH:49][CH:48]=3)=[O:22])[CH2:16][CH2:15]2)[O:6][C:5]2=[N:7][C:8]([N+:10]([O-:12])=[O:11])=[CH:9][N:4]2[CH2:3]1, predict the reactants needed to synthesize it. The reactants are: [CH3:1][C:2]1([CH2:13][N:14]2[CH2:20][CH2:19][CH2:18][N:17]([C:21]([O:23]C(C)(C)C)=[O:22])[CH2:16][CH2:15]2)[O:6][C:5]2=[N:7][C:8]([N+:10]([O-:12])=[O:11])=[CH:9][N:4]2[CH2:3]1.FC(F)(F)C(O)=O.C(N(CC)CC)C.[Cl:42]C(O[CH2:46][C:47]1[CH:52]=[CH:51][CH:50]=[CH:49][CH:48]=1)=O.Cl.C(OCC)(=O)C.